This data is from Catalyst prediction with 721,799 reactions and 888 catalyst types from USPTO. The task is: Predict which catalyst facilitates the given reaction. (1) Reactant: [CH3:1][C:2]1([CH3:22])[C:6]([CH3:8])([CH3:7])[O:5][B:4]([C:9]2[C:18]3[C:13](=[CH:14][CH:15]=[CH:16][CH:17]=3)[C:12]([C:19](O)=[O:20])=[CH:11][CH:10]=2)[O:3]1.B.CO. Product: [CH3:7][C:6]1([CH3:8])[C:2]([CH3:1])([CH3:22])[O:3][B:4]([C:9]2[C:18]3[C:13](=[CH:14][CH:15]=[CH:16][CH:17]=3)[C:12]([CH2:19][OH:20])=[CH:11][CH:10]=2)[O:5]1. The catalyst class is: 1. (2) Reactant: [CH3:1][O:2][CH2:3][CH2:4]/[CH:5]=[CH:6]/[C:7]1[N:11]2[CH:12]=[CH:13][CH:14]=[CH:15][C:10]2=[N:9][C:8]=1[C:16]([O:18][CH2:19][CH3:20])=[O:17].[H][H]. Product: [CH3:1][O:2][CH2:3][CH2:4][CH2:5][CH2:6][C:7]1[N:11]2[CH2:12][CH2:13][CH2:14][CH2:15][C:10]2=[N:9][C:8]=1[C:16]([O:18][CH2:19][CH3:20])=[O:17]. The catalyst class is: 586. (3) Reactant: FC(F)(F)C(O)=O.C(OC(=O)[NH:14][C@@H:15]1[CH2:19][CH2:18][N:17]([C:20]2[N:28]=[C:27]3[C:23]([N:24]=[CH:25][N:26]3[C@@H:29]3[CH2:33][C@H:32]([NH:34][C:35](=[O:38])[CH2:36][CH3:37])[C@@H:31]([OH:39])[C@H:30]3[OH:40])=[C:22]([NH:41][CH2:42][CH:43]([C:50]3[CH:55]=[CH:54][CH:53]=[CH:52][CH:51]=3)[C:44]3[CH:49]=[CH:48][CH:47]=[CH:46][CH:45]=3)[N:21]=2)[CH2:16]1)(C)(C)C.CO. Product: [NH2:14][C@@H:15]1[CH2:19][CH2:18][N:17]([C:20]2[N:28]=[C:27]3[C:23]([N:24]=[CH:25][N:26]3[C@@H:29]3[CH2:33][C@H:32]([NH:34][C:35](=[O:38])[CH2:36][CH3:37])[C@@H:31]([OH:39])[C@H:30]3[OH:40])=[C:22]([NH:41][CH2:42][CH:43]([C:50]3[CH:51]=[CH:52][CH:53]=[CH:54][CH:55]=3)[C:44]3[CH:45]=[CH:46][CH:47]=[CH:48][CH:49]=3)[N:21]=2)[CH2:16]1. The catalyst class is: 33. (4) Reactant: [NH:1]1[C:9]2[CH:8]=[CH:7][CH:6]=[C:5]([CH:10]=[O:11])[C:4]=2[CH:3]=[CH:2]1.[H-].[Na+].[CH3:14]I.O. Product: [CH3:14][N:1]1[C:9]2[CH:8]=[CH:7][CH:6]=[C:5]([CH:10]=[O:11])[C:4]=2[CH:3]=[CH:2]1. The catalyst class is: 3. (5) Reactant: [C:1]1([N:7]2[C:12](=O)C3SC=C(C4C=CC=CC=4)C=3N=C2)[CH:6]=[CH:5][CH:4]=[CH:3][CH:2]=1.[NH2:23][C:24]1[C:28]([C:29]2[CH:34]=[CH:33][CH:32]=[CH:31][C:30]=2[F:35])=[CH:27][S:26][C:25]=1[C:36]([O:38]C)=O.C(OCC)(OCC)OCC.[F:50]C1C=CC(N)=CC=1. Product: [F:50][C:4]1[CH:5]=[CH:6][C:1]([N:7]2[C:36](=[O:38])[C:25]3[S:26][CH:27]=[C:28]([C:29]4[CH:34]=[CH:33][CH:32]=[CH:31][C:30]=4[F:35])[C:24]=3[N:23]=[CH:12]2)=[CH:2][CH:3]=1. The catalyst class is: 15. (6) Reactant: [NH2:1][CH:2]([CH2:10][C:11]1[CH:16]=[CH:15][C:14]([C:17]([F:20])([F:19])[F:18])=[CH:13][CH:12]=1)[CH:3]([C:5]1[CH:9]=[CH:8][O:7][CH:6]=1)[OH:4].[C:21]1([CH2:27][CH2:28][C:29](Cl)=[O:30])[CH:26]=[CH:25][CH:24]=[CH:23][CH:22]=1.C(=O)([O-])O.[Na+]. Product: [O:7]1[CH:8]=[CH:9][C:5]([CH:3]([OH:4])[CH:2]([NH:1][C:29](=[O:30])[CH2:28][CH2:27][C:21]2[CH:26]=[CH:25][CH:24]=[CH:23][CH:22]=2)[CH2:10][C:11]2[CH:16]=[CH:15][C:14]([C:17]([F:20])([F:18])[F:19])=[CH:13][CH:12]=2)=[CH:6]1. The catalyst class is: 84.